This data is from Forward reaction prediction with 1.9M reactions from USPTO patents (1976-2016). The task is: Predict the product of the given reaction. (1) Given the reactants [F:1][C:2]1[CH:3]=[C:4]([CH2:9][C@@H:10]([C:28]2[C:33]([C:34]3[CH:35]=[CH:36][C:37]([F:43])=[C:38]([CH:42]=3)[C:39]([NH2:41])=[O:40])=[CH:32][CH:31]=[CH:30][N:29]=2)[NH:11][C:12](=[O:27])[CH2:13]C2C3C(=CC=C(C(F)(F)F)C=3)NC=2)[CH:5]=[C:6]([F:8])[CH:7]=1.FC(F)(F)C(O)=O.N[C@H](C1C(C2C=CC(F)=C(C=2)C(N)=O)=CC=CN=1)CC1C=C(F)C=C(F)C=1.[O:78]=[C:79]1[C:86]2[C:85]([C:87]([F:90])([F:89])[F:88])=[N:84][N:83](CC(O)=O)[C:82]=2[CH2:81][CH2:80]1, predict the reaction product. The product is: [F:1][C:2]1[CH:3]=[C:4]([CH2:9][C@@H:10]([C:28]2[C:33]([C:34]3[CH:35]=[CH:36][C:37]([F:43])=[C:38]([CH:42]=3)[C:39]([NH2:41])=[O:40])=[CH:32][CH:31]=[CH:30][N:29]=2)[NH:11][C:12](=[O:27])[CH2:13][N:83]2[C:82]3[CH2:81][CH2:80][C:79](=[O:78])[C:86]=3[C:85]([C:87]([F:88])([F:90])[F:89])=[N:84]2)[CH:5]=[C:6]([F:8])[CH:7]=1. (2) Given the reactants [CH:1]([C:4]1[C:8]([CH:9]=O)=[CH:7][N:6]([C:11]2[C:16]([CH3:17])=[CH:15][N:14]=[C:13]([NH:18][C:19]3[CH:24]=[C:23]([N+:25]([O-])=O)[C:22]([N:28]4[CH2:33][CH2:32][O:31][CH2:30][CH2:29]4)=[CH:21][C:20]=3[O:34][CH3:35])[N:12]=2)[N:5]=1)([CH3:3])[CH3:2].Cl.[NH:37]1[CH2:40][CH2:39][CH2:38]1, predict the reaction product. The product is: [N:37]1([CH2:9][C:8]2[C:4]([CH:1]([CH3:3])[CH3:2])=[N:5][N:6]([C:11]3[C:16]([CH3:17])=[CH:15][N:14]=[C:13]([NH:18][C:19]4[C:20]([O:34][CH3:35])=[CH:21][C:22]([N:28]5[CH2:33][CH2:32][O:31][CH2:30][CH2:29]5)=[C:23]([NH:25][C:20](=[O:34])[CH:19]=[CH2:24])[CH:24]=4)[N:12]=3)[CH:7]=2)[CH2:40][CH2:39][CH2:38]1. (3) Given the reactants [I:1][C:2]1[CH:7]=[CH:6][C:5]([Si:8]([CH3:17])([O:13][CH:14](C)C)[O:9][CH:10](C)C)=[CH:4][CH:3]=1.CO, predict the reaction product. The product is: [I:1][C:2]1[CH:7]=[CH:6][C:5]([Si:8]([CH3:17])([O:13][CH3:14])[O:9][CH3:10])=[CH:4][CH:3]=1. (4) Given the reactants [F:1][CH:2]([F:42])[C:3]1[N:7]([C:8]2[N:13]=[C:12]([N:14]3[CH2:19][CH2:18][O:17][CH2:16][CH2:15]3)[N:11]=[C:10]([N:20]3[CH2:25][CH2:24][N:23]([C:26]([O:28][C:29]([CH3:32])([CH3:31])[CH3:30])=[O:27])[CH2:22][CH2:21]3)[N:9]=2)[C:6]2[CH:33]=[CH:34][CH:35]=[C:36]([O:37][CH2:38][CH2:39][CH2:40]O)[C:5]=2[N:4]=1.C[CH2:44][N:45](CC)[CH2:46]C.CS(Cl)(=O)=O.N(C)C, predict the reaction product. The product is: [F:1][CH:2]([F:42])[C:3]1[N:7]([C:8]2[N:13]=[C:12]([N:14]3[CH2:15][CH2:16][O:17][CH2:18][CH2:19]3)[N:11]=[C:10]([N:20]3[CH2:21][CH2:22][N:23]([C:26]([O:28][C:29]([CH3:31])([CH3:32])[CH3:30])=[O:27])[CH2:24][CH2:25]3)[N:9]=2)[C:6]2[CH:33]=[CH:34][CH:35]=[C:36]([O:37][CH2:38][CH2:39][CH2:40][N:45]([CH3:46])[CH3:44])[C:5]=2[N:4]=1. (5) Given the reactants Br[C:2]1[CH:7]=[CH:6][C:5]([C:8](=[O:10])[CH3:9])=[CH:4][CH:3]=1.[C:11]1(B(O)O)[CH:16]=[CH:15][CH:14]=[CH:13][CH:12]=1.C(=O)([O-])[O-].[K+].[K+].[Cl-].[NH4+], predict the reaction product. The product is: [C:8]([C:5]1[CH:6]=[CH:7][C:2]([C:11]2[CH:16]=[CH:15][CH:14]=[CH:13][CH:12]=2)=[CH:3][CH:4]=1)(=[O:10])[CH3:9]. (6) Given the reactants [C:1]1([C:13]([NH:15][CH2:16][CH2:17][CH2:18][CH2:19][CH2:20][CH2:21][C:22]([OH:24])=O)=[O:14])[C:11]2=[C:12]3[C:7](=[CH:8][CH:9]=[CH:10]2)[CH2:6][CH2:5][CH2:4][N:3]3[CH:2]=1.[C:25]1([NH2:32])[C:26]([NH2:31])=[CH:27][CH:28]=[CH:29][CH:30]=1, predict the reaction product. The product is: [NH2:31][C:26]1[CH:27]=[CH:28][CH:29]=[CH:30][C:25]=1[NH:32][C:22](=[O:24])[CH2:21][CH2:20][CH2:19][CH2:18][CH2:17][CH2:16][NH:15][C:13]([C:1]1[C:11]2=[C:12]3[C:7](=[CH:8][CH:9]=[CH:10]2)[CH2:6][CH2:5][CH2:4][N:3]3[CH:2]=1)=[O:14]. (7) Given the reactants [NH2:1][C:2]1[CH:3]=[C:4]([OH:9])[CH:5]=[CH:6][C:7]=1[Cl:8].C(S[C:15](=[O:28])[CH:16]([CH2:20][C:21]1[CH:26]=[CH:25][C:24]([Cl:27])=[CH:23][CH:22]=1)[C:17](=[O:19])[CH3:18])(C)(C)C, predict the reaction product. The product is: [Cl:27][C:24]1[CH:23]=[CH:22][C:21]([CH2:20][CH:16]([C:17](=[O:19])[CH3:18])[C:15]([NH:1][C:2]2[CH:3]=[C:4]([OH:9])[CH:5]=[CH:6][C:7]=2[Cl:8])=[O:28])=[CH:26][CH:25]=1.